From a dataset of Experimentally validated miRNA-target interactions with 360,000+ pairs, plus equal number of negative samples. Binary Classification. Given a miRNA mature sequence and a target amino acid sequence, predict their likelihood of interaction. The miRNA is mmu-miR-1927 with sequence GACCUCUGGAUGUUAGGGACUGA. The protein sequence of the target gene is MPREDRATWKSNYFLKIIQLLDDYPKCFIVGADNVGSKQMQQIRMSLRGKAVVLMGKNTMMRKAIRGHLENNPALEKLLPHIRGNVGFVFTKEDLTEIRDMLLANKVPAAARAGAIAPCEVTVPAQNTGLGPEKTSFFQALGITTKISRGTIEILSDVQLIKTGDKVGASEATLLNMLNISPFSFGLVIQQVFDNGSIYNPEVLDITEETLHSRFLEGVRNVASVCLQIGYPTVASVPHSIINGYKRVLALSVETDYTFPLAEKVKAFLADPSAFVAAAPVAAATTAAPAAAAAPAKVEA.... Result: 0 (no interaction).